From a dataset of Full USPTO retrosynthesis dataset with 1.9M reactions from patents (1976-2016). Predict the reactants needed to synthesize the given product. The reactants are: [H][H].[CH2:3]([NH2:5])[CH3:4].Cl[C:7]1[N:15]=[C:14]([O:16][CH2:17][C:18]2[CH:23]=[CH:22][C:21]([N+:24]([O-:26])=[O:25])=[CH:20][CH:19]=2)[N:13]=[C:12]2[C:8]=1[N:9]=[CH:10][N:11]2[C@@H:27]1[O:39][C@H:38]([CH2:40][O:41]C(=O)C)[C@@H:33]([O:34]C(=O)C)[C@H:28]1[O:29]C(=O)C. Given the product [N+:24]([C:21]1[CH:22]=[CH:23][C:18]([CH2:17][O:16][C:14]2[N:15]=[C:7]([NH:5][CH2:3][CH3:4])[C:8]3[N:9]=[CH:10][N:11]([C:12]=3[N:13]=2)[C@@H:27]2[O:39][C@H:38]([CH2:40][OH:41])[C@@H:33]([OH:34])[C@H:28]2[OH:29])=[CH:19][CH:20]=1)([O-:26])=[O:25], predict the reactants needed to synthesize it.